From a dataset of hERG Central: cardiac toxicity at 1µM, 10µM, and general inhibition. Predict hERG channel inhibition at various concentrations. The drug is Cc1ccc2c(c1)nnn2C1CCN(CC(=O)Nc2cc(C)on2)CC1. Results: hERG_inhib (hERG inhibition (general)): blocker.